This data is from Reaction yield outcomes from USPTO patents with 853,638 reactions. The task is: Predict the reaction yield, written as a fraction of the theoretical maximum amount of product (1.0 means a 100% yield; for example, 0.34 means a 34% yield). (1) The reactants are [O:1]=[C:2]1[NH:7][CH:6]=[N:5][C:4]2[O:8][C:9]([C:17]3[CH:22]=[CH:21][C:20]([C:23]4([NH:27][C:28](=[O:34])[O:29][C:30]([CH3:33])([CH3:32])[CH3:31])[CH2:26][CH2:25][CH2:24]4)=[CH:19][CH:18]=3)=[C:10]([C:11]3[CH:16]=[CH:15][CH:14]=[CH:13][CH:12]=3)[C:3]1=2.C([O-])([O-])=O.[K+].[K+].I[CH:42]([CH3:44])[CH3:43]. The catalyst is CN(C=O)C.CCOC(C)=O.[Cl-].[Na+].O. The product is [CH:42]([N:7]1[C:2](=[O:1])[C:3]2[C:10]([C:11]3[CH:12]=[CH:13][CH:14]=[CH:15][CH:16]=3)=[C:9]([C:17]3[CH:22]=[CH:21][C:20]([C:23]4([NH:27][C:28](=[O:34])[O:29][C:30]([CH3:31])([CH3:33])[CH3:32])[CH2:24][CH2:25][CH2:26]4)=[CH:19][CH:18]=3)[O:8][C:4]=2[N:5]=[CH:6]1)([CH3:44])[CH3:43]. The yield is 0.420. (2) The reactants are [CH2:1]([O:3][C:4]([C:6]1[NH:7][N:8]=[C:9]([C:11]2[S:15][C:14]([C:16]3[CH:21]=[CH:20][CH:19]=[CH:18][CH:17]=3)=[N:13][CH:12]=2)[CH:10]=1)=[O:5])[CH3:2].S(Cl)([Cl:25])(=O)=O. The catalyst is ClCCl.C(OCC)(=O)C. The product is [CH2:1]([O:3][C:4]([C:6]1[NH:7][N:8]=[C:9]([C:11]2[S:15][C:14]([C:16]3[CH:21]=[CH:20][CH:19]=[CH:18][CH:17]=3)=[N:13][CH:12]=2)[C:10]=1[Cl:25])=[O:5])[CH3:2]. The yield is 0.820. (3) The reactants are [N:1]([CH:4]([CH:6]1[CH2:10][CH2:9][N:8]([C:11]2[CH:16]=[CH:15][C:14]([Cl:17])=[CH:13][C:12]=2[N+:18]([O-:20])=[O:19])[CH2:7]1)[CH3:5])=[N+]=[N-].C1(P(C2C=CC=CC=2)C2C=CC=CC=2)C=CC=CC=1.O. The catalyst is O1CCCC1. The product is [Cl:17][C:14]1[CH:15]=[CH:16][C:11]([N:8]2[CH2:9][CH2:10][CH:6]([CH:4]([NH2:1])[CH3:5])[CH2:7]2)=[C:12]([N+:18]([O-:20])=[O:19])[CH:13]=1. The yield is 0.650. (4) The reactants are [CH2:1]1[O:14][C:13]2[CH:12]=[C:11]([N+:15]([O-:17])=[O:16])[C:5]([CH2:6][O:7][CH2:8][CH:9]=[CH2:10])=[CH:4][C:3]=2[O:2]1.[CH3:18][O:19][SiH:20]([O:23][CH3:24])[O:21][CH3:22]. The catalyst is [H+].[H+].O.O.O.O.O.O.Cl[Pt-2](Cl)(Cl)(Cl)(Cl)Cl. The product is [CH3:18][O:19][Si:20]([O:23][CH3:24])([O:21][CH3:22])[CH2:10][CH2:9][CH2:8][O:7][CH2:6][C:5]1[CH:4]=[C:3]2[O:2][CH2:1][O:14][C:13]2=[CH:12][C:11]=1[N+:15]([O-:17])=[O:16]. The yield is 0.520.